This data is from Full USPTO retrosynthesis dataset with 1.9M reactions from patents (1976-2016). The task is: Predict the reactants needed to synthesize the given product. (1) Given the product [CH3:16][N:17]1[C:21]2[CH:22]=[CH:23][CH:24]=[CH:25][C:20]=2[N:19]=[C:18]1[NH:26][N:27]=[C:1]([C:4]1[CH:9]=[CH:8][CH:7]=[C:6]([C:10]2[CH:15]=[CH:14][CH:13]=[CH:12][CH:11]=2)[N:5]=1)[CH3:2], predict the reactants needed to synthesize it. The reactants are: [C:1]([C:4]1[CH:9]=[CH:8][CH:7]=[C:6]([C:10]2[CH:15]=[CH:14][CH:13]=[CH:12][CH:11]=2)[N:5]=1)(=O)[CH3:2].[CH3:16][N:17]1[C:21]2[CH:22]=[CH:23][CH:24]=[CH:25][C:20]=2[N:19]=[C:18]1[NH:26][NH2:27]. (2) Given the product [Br:1][C:2]1[CH:3]=[C:4]([C:13]2([OH:35])[CH2:17][C:16]([C:22]3[CH:23]=[C:24]([Cl:29])[CH:25]=[C:26]([Cl:28])[CH:27]=3)([C:18]([F:20])([F:19])[F:21])[S:15][CH:14]2[C:30]([OH:32])=[O:31])[CH:5]=[CH:6][C:7]=1[S:8][C:9]([CH3:11])([CH3:10])[CH3:12], predict the reactants needed to synthesize it. The reactants are: [Br:1][C:2]1[CH:3]=[C:4]([C:13]2([OH:35])[CH2:17][C:16]([C:22]3[CH:27]=[C:26]([Cl:28])[CH:25]=[C:24]([Cl:29])[CH:23]=3)([C:18]([F:21])([F:20])[F:19])[S:15][CH:14]2[C:30]([O:32]CC)=[O:31])[CH:5]=[CH:6][C:7]=1[S:8][C:9]([CH3:12])([CH3:11])[CH3:10].[OH-].[Li+]. (3) Given the product [CH2:1]([NH:3][C:4]([C:6]1[C:10]([I:37])=[C:9]([C:11]2[CH:16]=[C:15]([CH2:17][CH:18]([CH3:20])[CH3:19])[C:14]([O:21][CH2:22][C:23]3[CH:24]=[CH:25][CH:26]=[CH:27][CH:28]=3)=[CH:13][C:12]=2[O:29][CH2:30][C:31]2[CH:32]=[CH:33][CH:34]=[CH:35][CH:36]=2)[O:8][N:7]=1)=[O:5])[CH3:2], predict the reactants needed to synthesize it. The reactants are: [CH2:1]([NH:3][C:4]([C:6]1[CH:10]=[C:9]([C:11]2[CH:16]=[C:15]([CH2:17][CH:18]([CH3:20])[CH3:19])[C:14]([O:21][CH2:22][C:23]3[CH:28]=[CH:27][CH:26]=[CH:25][CH:24]=3)=[CH:13][C:12]=2[O:29][CH2:30][C:31]2[CH:36]=[CH:35][CH:34]=[CH:33][CH:32]=2)[O:8][N:7]=1)=[O:5])[CH3:2].[I:37]N1C(=O)CCC1=O. (4) Given the product [F:3][C:4]([F:8])([F:7])[CH2:5][O:6][C:26]1[CH:27]=[CH:28][C:23]([CH2:22][C@H:18]2[O:19][CH2:20][CH2:21][NH:16][CH2:17]2)=[CH:24][C:25]=1[Cl:30], predict the reactants needed to synthesize it. The reactants are: [H-].[Na+].[F:3][C:4]([F:8])([F:7])[CH2:5][OH:6].C([N:16]1[CH2:21][CH2:20][O:19][C@H:18]([CH2:22][C:23]2[CH:28]=[CH:27][C:26](F)=[C:25]([Cl:30])[CH:24]=2)[CH2:17]1)C1C=CC=CC=1.O. (5) Given the product [CH3:6][C:5]1[CH:2]=[C:3]([NH2:4])[N:7]([C:9]2[CH:14]=[CH:13][CH:12]=[CH:11][N:10]=2)[N:8]=1, predict the reactants needed to synthesize it. The reactants are: N/[C:2](=[CH:5]\[CH3:6])/[C:3]#[N:4].[NH:7]([C:9]1[CH:14]=[CH:13][CH:12]=[CH:11][N:10]=1)[NH2:8].C(O)(=O)C. (6) Given the product [F:18][C:17]([F:20])([F:19])[C:14]1[CH:15]=[CH:16][C:11]([O:9][C:5]2[CH:4]=[C:3]([CH2:2][OH:1])[CH:8]=[CH:7][CH:6]=2)=[N:12][CH:13]=1, predict the reactants needed to synthesize it. The reactants are: [OH:1][CH2:2][C:3]1[CH:4]=[C:5]([OH:9])[CH:6]=[CH:7][CH:8]=1.Cl[C:11]1[CH:16]=[CH:15][C:14]([C:17]([F:20])([F:19])[F:18])=[CH:13][N:12]=1.C(=O)([O-])[O-].[K+].[K+]. (7) The reactants are: [C:1]([CH:7]1[CH2:12][CH2:11][N:10]([C:13]([O:15][CH2:16][C:17]2[CH:22]=[CH:21][CH:20]=[CH:19][CH:18]=2)=[O:14])[CH2:9][CH2:8]1)(=O)[CH2:2][CH2:3][CH:4]=[CH2:5].[C:23]([O-:26])(=O)[CH3:24].[NH4+:27].[C:28]([N+:32]#[C-])([CH3:31])([CH3:30])[CH3:29].FC(F)(F)[CH2:36][OH:37]. Given the product [C:23]([NH:27][C:1]([CH:7]1[CH2:12][CH2:11][N:10]([C:13]([O:15][CH2:16][C:17]2[CH:22]=[CH:21][CH:20]=[CH:19][CH:18]=2)=[O:14])[CH2:9][CH2:8]1)([CH2:2][CH2:3][CH:4]=[CH2:5])[C:36]([NH:32][C:28]([CH3:31])([CH3:30])[CH3:29])=[O:37])(=[O:26])[CH3:24], predict the reactants needed to synthesize it. (8) Given the product [NH2:25][C:12]1[CH:13]=[C:14]([C:17]2[CH:18]=[CH:19][C:20]([O:23][CH3:24])=[CH:21][CH:22]=2)[CH:15]=[CH:16][C:11]=1[C:9]([NH:8][C@H:7]([C:28]([O:30][CH3:31])=[O:29])[C@@H:6]([CH3:32])[O:5][C:2]([CH3:3])([CH3:4])[CH3:1])=[O:10], predict the reactants needed to synthesize it. The reactants are: [CH3:1][C:2]([O:5][C@H:6]([CH3:32])[C@@H:7]([C:28]([O:30][CH3:31])=[O:29])[NH:8][C:9]([C:11]1[CH:16]=[CH:15][C:14]([C:17]2[CH:22]=[CH:21][C:20]([O:23][CH3:24])=[CH:19][CH:18]=2)=[CH:13][C:12]=1[N+:25]([O-])=O)=[O:10])([CH3:4])[CH3:3]. (9) Given the product [NH2:1][C@H:2]([C:18]([NH:30][C@H:31]([C:40]([NH:42][C@H:43]([C:47]([N:49]1[CH2:60][CH2:59][CH2:58][C@H:50]1[C:51]([O:53][C:54]([CH3:57])([CH3:56])[CH3:55])=[O:52])=[O:48])[CH:44]([CH3:46])[CH3:45])=[O:41])[CH2:32][C:33](=[O:39])[O:34][C:35]([CH3:36])([CH3:37])[CH3:38])=[O:20])[CH2:3][CH2:4][CH2:5][CH2:6][NH2:7], predict the reactants needed to synthesize it. The reactants are: [NH2:1][C@H:2]([C:18]([OH:20])=O)[CH2:3][CH2:4][CH2:5][CH2:6][NH:7]C(OCC1C=CC=CC=1)=O.CCN(C(C)C)C(C)C.[NH2:30][C@H:31]([C:40]([NH:42][C@H:43]([C:47]([N:49]1[CH2:60][CH2:59][CH2:58][C@H:50]1[C:51]([O:53][C:54]([CH3:57])([CH3:56])[CH3:55])=[O:52])=[O:48])[CH:44]([CH3:46])[CH3:45])=[O:41])[CH2:32][C:33](=[O:39])[O:34][C:35]([CH3:38])([CH3:37])[CH3:36].C1CN([P+](ON2N=NC3C=CC=CC2=3)(N2CCCC2)N2CCCC2)CC1.F[P-](F)(F)(F)(F)F.